Task: Predict the reaction yield, written as a fraction of the theoretical maximum amount of product (1.0 means a 100% yield; for example, 0.34 means a 34% yield).. Dataset: Reaction yield outcomes from USPTO patents with 853,638 reactions (1) The reactants are [CH3:1][C:2]1([C:5]([N:7]2[CH2:12][C@@H:11]3[CH2:13][C@H:8]2[C:9](=[O:14])[O:10]3)=[O:6])[CH2:4][CH2:3]1.Cl.[NH2:16][C:17]1([C:20]#[N:21])[CH2:19][CH2:18]1.C(C(CCCC)C([O-])=O)C.[Na+].Cl.[Cl-].[Na+]. The catalyst is O.ClCCl. The product is [C:20]([C:17]1([NH:16][C:9]([C@@H:8]2[CH2:13][C@H:11]([OH:10])[CH2:12][N:7]2[C:5]([C:2]2([CH3:1])[CH2:4][CH2:3]2)=[O:6])=[O:14])[CH2:19][CH2:18]1)#[N:21]. The yield is 0.900. (2) The reactants are Cl[C:2]1[C:7]([N+:8]([O-:10])=[O:9])=[C:6]([Cl:11])[N:5]=[CH:4][N:3]=1.[NH:12]([CH2:20][C:21]1[CH:26]=[CH:25][CH:24]=[CH:23][CH:22]=1)[CH2:13][C:14]1[CH:19]=[CH:18][CH:17]=[CH:16][CH:15]=1. The catalyst is C(Cl)Cl.O. The product is [CH2:20]([N:12]([CH2:13][C:14]1[CH:19]=[CH:18][CH:17]=[CH:16][CH:15]=1)[C:2]1[C:7]([N+:8]([O-:10])=[O:9])=[C:6]([Cl:11])[N:5]=[CH:4][N:3]=1)[C:21]1[CH:26]=[CH:25][CH:24]=[CH:23][CH:22]=1. The yield is 1.00. (3) The catalyst is O1CCOCC1. The yield is 0.210. The reactants are [OH-].[K+].[F:3][C:4]1[CH:5]=[C:6](B(O)O)[CH:7]=[CH:8][C:9]=1[OH:10].[O:14]1[CH2:17][C:16](=[CH:18][C:19]([O:21][CH2:22][CH3:23])=[O:20])[CH2:15]1. The product is [F:3][C:4]1[CH:5]=[C:6]([C:16]2([CH2:18][C:19]([O:21][CH2:22][CH3:23])=[O:20])[CH2:17][O:14][CH2:15]2)[CH:7]=[CH:8][C:9]=1[OH:10].